This data is from Full USPTO retrosynthesis dataset with 1.9M reactions from patents (1976-2016). The task is: Predict the reactants needed to synthesize the given product. (1) The reactants are: [Cl:1][C:2]1[N:7]=[C:6]([CH2:8][C:9]([C:12]2[CH:17]=[CH:16][CH:15]=[CH:14][C:13]=2OC)=[N:10]O)[CH:5]=[CH:4][CH:3]=1.FC(F)(F)[C:22](OC(=O)C(F)(F)F)=[O:23].C(N(CC)CC)C.O. Given the product [Cl:1][C:2]1[N:7]2[N:10]=[C:9]([C:12]3[CH:13]=[CH:14][C:15]([O:23][CH3:22])=[CH:16][CH:17]=3)[CH:8]=[C:6]2[CH:5]=[CH:4][CH:3]=1, predict the reactants needed to synthesize it. (2) Given the product [CH3:12][CH:13]([C:14]1[NH:16][C:3]2[CH2:4][CH2:5][CH2:6][C:7](=[O:8])[C:2]=2[N:15]=1)[CH3:17], predict the reactants needed to synthesize it. The reactants are: Br[C:2]1[C:3](=O)[CH2:4][CH2:5][CH2:6][C:7]=1[O:8]C.Cl.[CH3:12][CH:13]([CH3:17])[C:14](=[NH:16])[NH2:15].C(=O)([O-])[O-].[K+].[K+]. (3) The reactants are: [Cl:1][C:2]1[CH:3]=[C:4]([CH:10]=[CH:11][C:12]=1[F:13])[O:5][CH2:6][C:7](Cl)=[O:8].[S:14]1[CH:18]=[CH:17][N:16]=[C:15]1[NH:19][S:20]([C:23]1[CH:24]=[C:25]2[C:29](=[CH:30][CH:31]=1)[CH2:28][NH:27][CH2:26]2)(=[O:22])=[O:21].CCN(CC)CC.C(Cl)Cl. Given the product [S:14]1[CH:18]=[CH:17][N:16]=[C:15]1[NH:19][S:20]([C:23]1[CH:24]=[C:25]2[C:29](=[CH:30][CH:31]=1)[CH2:28][N:27]([C:7](=[O:8])[CH2:6][O:5][C:4]1[CH:10]=[CH:11][C:12]([F:13])=[C:2]([Cl:1])[CH:3]=1)[CH2:26]2)(=[O:22])=[O:21], predict the reactants needed to synthesize it. (4) Given the product [C:1]([C:5]1[CH:10]=[CH:9][C:8]([C:11]2[CH:12]=[CH:13][CH:14]=[C:15]3[C:19]=2[CH:18]=[C:17]([CH:20]2[CH2:22][CH2:21]2)[CH:16]3[Si:32]([CH:24]2[C:16]3[C:27](=[C:11]([C:8]4[CH:9]=[CH:10][C:5]([C:1]([CH3:4])([CH3:2])[CH3:3])=[CH:6][CH:7]=4)[CH:19]=[CH:18][CH:17]=3)[CH:26]=[C:25]2[CH:20]2[CH2:21][CH2:22]2)([CH3:34])[CH3:33])=[CH:7][CH:6]=1)([CH3:4])([CH3:2])[CH3:3], predict the reactants needed to synthesize it. The reactants are: [C:1]([C:5]1[CH:10]=[CH:9][C:8]([C:11]2[CH:12]=[CH:13][CH:14]=[C:15]3[C:19]=2[CH2:18][C:17]([CH:20]2[CH2:22][CH2:21]2)=[CH:16]3)=[CH:7][CH:6]=1)([CH3:4])([CH3:3])[CH3:2].[Li][CH2:24][CH2:25][CH2:26][CH3:27].C([Cu])#N.Cl[Si:32](Cl)([CH3:34])[CH3:33]. (5) The reactants are: [NH2:1][CH2:2][C@H:3]1[N:8]([C:9]([C:11]2[N:12]=[C:13]([CH3:23])[S:14][C:15]=2[C:16]2[CH:17]=[C:18]([CH3:22])[CH:19]=[CH:20][CH:21]=2)=[O:10])[CH2:7][C@H:6]2[C@@H:4]1[CH2:5]2.[CH3:24][N:25]1[CH:29]=[C:28]([C:30](O)=[O:31])[C:27]([CH3:33])=[N:26]1. Given the product [CH3:23][C:13]1[S:14][C:15]([C:16]2[CH:17]=[C:18]([CH3:22])[CH:19]=[CH:20][CH:21]=2)=[C:11]([C:9]([N:8]2[CH2:7][C@H:6]3[C@H:4]([CH2:5]3)[C@H:3]2[CH2:2][NH:1][C:30]([C:28]2[C:27]([CH3:33])=[N:26][N:25]([CH3:24])[CH:29]=2)=[O:31])=[O:10])[N:12]=1, predict the reactants needed to synthesize it. (6) Given the product [C:21]([O:24][C@@H:25]([CH2:28][C:29]1[CH:34]=[CH:33][CH:32]=[CH:31][C:30]=1[OH:36])[CH2:26][Br:27])(=[O:23])[CH3:22], predict the reactants needed to synthesize it. The reactants are: C(OC[C@@H](O)CC1C=CC=CC=1OC)C1C=CC=CC=1.[C:21]([O:24][C@@H:25]([CH2:28][C:29]1[CH:34]=[C:33](F)[CH:32]=[CH:31][C:30]=1[OH:36])[CH2:26][Br:27])(=[O:23])[CH3:22]. (7) The reactants are: [N:1]1[CH:6]=[CH:5][N:4]=[CH:3][C:2]=1[NH2:7].[C:8]([N:13]=[C:14]=[S:15])(=[O:12])[O:9][CH2:10][CH3:11]. Given the product [N:1]1[CH:6]=[CH:5][N:4]=[CH:3][C:2]=1[NH:7][C:14]([NH:13][C:8](=[O:12])[O:9][CH2:10][CH3:11])=[S:15], predict the reactants needed to synthesize it.